This data is from Reaction yield outcomes from USPTO patents with 853,638 reactions. The task is: Predict the reaction yield, written as a fraction of the theoretical maximum amount of product (1.0 means a 100% yield; for example, 0.34 means a 34% yield). (1) The reactants are [NH2:1][C:2]1[CH:9]=[CH:8][C:5]([C:6]#[N:7])=[CH:4][CH:3]=1.P(=O)(O)(O)O.[N+]([O-])(O)=O.[N:19]([O-])=O.[Na+].[CH3:23][C:24](=[O:29])[CH2:25][C:26](=[O:28])[CH3:27].C([O-])(=O)C.[K+].C([O-])([O-])=O.[Na+].[Na+]. The catalyst is C(O)C. The product is [C:26]([C:25](=[N:19][NH:1][C:2]1[CH:9]=[CH:8][C:5]([C:6]#[N:7])=[CH:4][CH:3]=1)[C:24](=[O:29])[CH3:23])(=[O:28])[CH3:27]. The yield is 0.290. (2) The reactants are [C:1]([OH:9])(=O)[C:2]1[CH:7]=[CH:6][CH:5]=[CH:4][CH:3]=1.Cl.Cl.[N:12]12[CH2:20][CH2:19][CH:16]([CH2:17][CH2:18]1)[NH:15][CH2:14][CH2:13]2.O.ON1C2C=CC=CC=2N=N1.F[B-](F)(F)F.N1(OC(N(C)C)=[N+](C)C)C2C=CC=CC=2N=N1.C(N(C(C)C)CC)(C)C.[OH-].[Na+]. The catalyst is CN(C)C=O. The product is [N:12]12[CH2:20][CH2:19][CH:16]([CH2:17][CH2:18]1)[N:15]([C:1]([C:2]1[CH:3]=[CH:4][CH:5]=[CH:6][CH:7]=1)=[O:9])[CH2:14][CH2:13]2. The yield is 0.110. (3) The reactants are [CH3:1][C:2]1[CH:10]=[C:9]([O:11][CH3:12])[CH:8]=[C:7]([O:13][CH3:14])[C:3]=1[C:4]([OH:6])=O.[C:15](Cl)(=[O:19])[C:16](Cl)=O.Cl.[CH3:22][NH2:23]. The catalyst is C(Cl)Cl. The product is [OH:19][C:15]1[CH:16]=[CH:4][C:3]([C:22]2[NH:23][C:4](=[O:6])[C:3]3[C:2]([CH:1]=2)=[CH:10][C:9]([O:11][CH3:12])=[CH:8][C:7]=3[O:13][CH3:14])=[CH:2][CH:1]=1. The yield is 0.430. (4) The reactants are [NH2:1][C:2]1[CH:3]=[CH:4][CH:5]=[C:6]2[C:11]=1[N:10]=[CH:9][CH:8]=[CH:7]2.[CH3:12][O:13][C:14]1[CH:19]=[CH:18][C:17]([S:20](Cl)(=[O:22])=[O:21])=[C:16]([N+:24]([O-:26])=[O:25])[CH:15]=1. No catalyst specified. The product is [CH3:12][O:13][C:14]1[CH:19]=[CH:18][C:17]([S:20]([NH:1][C:2]2[CH:3]=[CH:4][CH:5]=[C:6]3[C:11]=2[N:10]=[CH:9][CH:8]=[CH:7]3)(=[O:21])=[O:22])=[C:16]([N+:24]([O-:26])=[O:25])[CH:15]=1. The yield is 0.740. (5) The reactants are [Si:1]([O:8][CH2:9][CH2:10][NH:11][S:12]([CH2:15][C:16]1[CH:21]=[CH:20][CH:19]=[CH:18][CH:17]=1)(=[O:14])=[O:13])([C:4]([CH3:7])([CH3:6])[CH3:5])([CH3:3])[CH3:2].[Li][CH2:23]CCC.ClCI. The catalyst is O1CCCC1. The product is [Si:1]([O:8][CH2:9][CH2:10][NH:11][S:12]([C:15]([C:16]1[CH:21]=[CH:20][CH:19]=[CH:18][CH:17]=1)=[CH2:23])(=[O:14])=[O:13])([C:4]([CH3:7])([CH3:6])[CH3:5])([CH3:3])[CH3:2]. The yield is 0.700. (6) The reactants are [C:1]([C:4]1[CH:5]=[C:6]([C:21](O)=[O:22])[CH:7]=[C:8]2[C:13]=1[O:12][C:11]([N:14]1[CH2:19][CH2:18][O:17][CH2:16][CH2:15]1)=[CH:10][C:9]2=[O:20])(=[O:3])[CH3:2].CCN(C(C)C)C(C)C.[B-](F)(F)(F)F.CN(C(ON1C(=O)CCC1=O)=[N+](C)C)C.[CH3:53][N:54]([CH3:58])[CH2:55][CH2:56][NH2:57]. The catalyst is C(Cl)Cl. The product is [C:1]([C:4]1[CH:5]=[C:6]([C:21]([NH:57][CH2:56][CH2:55][N:54]([CH3:58])[CH3:53])=[O:22])[CH:7]=[C:8]2[C:13]=1[O:12][C:11]([N:14]1[CH2:15][CH2:16][O:17][CH2:18][CH2:19]1)=[CH:10][C:9]2=[O:20])(=[O:3])[CH3:2]. The yield is 0.613. (7) The reactants are [C:1]([NH:4][C:5]1[N:10]=[CH:9][C:8]([NH:11][C:12](=[O:22])[C:13]2[C:18]([F:19])=[CH:17][CH:16]=[C:15]([NH2:20])[C:14]=2[F:21])=[CH:7][CH:6]=1)(=[O:3])[CH3:2].[CH2:23]([S:26](Cl)(=[O:28])=[O:27])[CH2:24][CH3:25]. The catalyst is N1C=CC=CC=1. The product is [C:1]([NH:4][C:5]1[N:10]=[CH:9][C:8]([NH:11][C:12](=[O:22])[C:13]2[C:18]([F:19])=[CH:17][CH:16]=[C:15]([NH:20][S:26]([CH2:23][CH2:24][CH3:25])(=[O:28])=[O:27])[C:14]=2[F:21])=[CH:7][CH:6]=1)(=[O:3])[CH3:2]. The yield is 0.0100.